From a dataset of Catalyst prediction with 721,799 reactions and 888 catalyst types from USPTO. Predict which catalyst facilitates the given reaction. (1) Reactant: [O:1]=[C:2]1[C:10](=[C:11]2[C:19]3[C:14](=[CH:15][C:16]([CH2:20][CH:21]=O)=[CH:17][CH:18]=3)[CH2:13][O:12]2)[C:9]2[C:4](=[CH:5][CH:6]=[CH:7][CH:8]=2)[NH:3]1.[NH:23]1[CH2:28][CH2:27][O:26][CH2:25][CH2:24]1.C(O)(=O)C.C([BH3-])#N.[Na+].C([O-])(O)=O.[Na+]. Product: [N:23]1([CH2:21][CH2:20][C:16]2[CH:15]=[C:14]3[C:19](=[CH:18][CH:17]=2)[C:11](=[C:10]2[C:9]4[C:4](=[CH:5][CH:6]=[CH:7][CH:8]=4)[NH:3][C:2]2=[O:1])[O:12][CH2:13]3)[CH2:28][CH2:27][O:26][CH2:25][CH2:24]1. The catalyst class is: 24. (2) Reactant: Br[C:2]1[C:10]2[O:9][CH:8]([CH2:11][O:12][S:13]([C:16]3[CH:21]=[CH:20][C:19]([CH3:22])=[CH:18][CH:17]=3)(=[O:15])=[O:14])[O:7][C:6]=2[CH:5]=[C:4]([F:23])[CH:3]=1.[Cl:24][C:25]1[CH:30]=[C:29]([Cl:31])[CH:28]=[CH:27][C:26]=1B(O)O.C(=O)([O-])[O-].[K+].[K+]. Product: [Cl:24][C:25]1[CH:30]=[C:29]([Cl:31])[CH:28]=[CH:27][C:26]=1[C:2]1[C:10]2[O:9][CH:8]([CH2:11][O:12][S:13]([C:16]3[CH:17]=[CH:18][C:19]([CH3:22])=[CH:20][CH:21]=3)(=[O:14])=[O:15])[O:7][C:6]=2[CH:5]=[C:4]([F:23])[CH:3]=1. The catalyst class is: 149. (3) Reactant: [OH-].[Li+].[CH3:3][O:4][C:5]1[CH:6]=[C:7]([CH:10]=[CH:11][C:12]=1[N:13]1[CH:17]=[C:16]([CH3:18])[N:15]=[CH:14]1)[CH:8]=O.C(OP([CH:27]1[CH2:35][CH2:34][C@@H:33]2[N:29]([C@H:30]([C:36]3[CH:41]=[C:40]([F:42])[C:39]([F:43])=[CH:38][C:37]=3[F:44])[CH2:31][CH2:32]2)[C:28]1=[O:45])(=O)OCC)C.C(O)C. Product: [F:44][C:37]1[CH:38]=[C:39]([F:43])[C:40]([F:42])=[CH:41][C:36]=1[C@H:30]1[N:29]2[C@@H:33]([CH2:34][CH2:35]/[C:27](=[CH:8]\[C:7]3[CH:10]=[CH:11][C:12]([N:13]4[CH:17]=[C:16]([CH3:18])[N:15]=[CH:14]4)=[C:5]([O:4][CH3:3])[CH:6]=3)/[C:28]2=[O:45])[CH2:32][CH2:31]1. The catalyst class is: 7. (4) Reactant: C([O:3][C:4]([C:6]1[S:7][C:8]([C:22]([O:24]CC)=[O:23])=[CH:9][C:10]=1[NH:11][C:12]([NH:14][CH2:15][C:16]1[CH:21]=[CH:20][CH:19]=[CH:18][CH:17]=1)=[O:13])=O)C.[O-]CC.[Na+].[OH-].[Li+]. Product: [CH2:15]([N:14]1[C:4](=[O:3])[C:6]2[S:7][C:8]([C:22]([OH:24])=[O:23])=[CH:9][C:10]=2[NH:11][C:12]1=[O:13])[C:16]1[CH:21]=[CH:20][CH:19]=[CH:18][CH:17]=1. The catalyst class is: 361. (5) Reactant: [C:1]1([C:22]2[CH:27]=[CH:26][CH:25]=[CH:24][CH:23]=2)[CH:6]=[CH:5][C:4]([CH2:7][C@@H:8]([C:13]([NH:15][CH2:16][CH2:17][C:18]([O:20]C)=[O:19])=[O:14])[CH2:9][C:10]([OH:12])=[O:11])=[CH:3][CH:2]=1.[OH-].[Na+]. Product: [C:1]1([C:22]2[CH:27]=[CH:26][CH:25]=[CH:24][CH:23]=2)[CH:2]=[CH:3][C:4]([CH2:7][C@@H:8]([C:13]([NH:15][CH2:16][CH2:17][C:18]([OH:20])=[O:19])=[O:14])[CH2:9][C:10]([OH:12])=[O:11])=[CH:5][CH:6]=1. The catalyst class is: 36. (6) Reactant: [F:1][C:2]([F:22])([F:21])[C:3]1[CH:4]=[C:5]([CH:14]=[C:15]([C:17]([F:20])([F:19])[F:18])[CH:16]=1)[CH2:6][NH:7][C:8]1[N:9]=[N:10][N:11]([CH3:13])[N:12]=1.[H-].[Na+].[H][H].Br[CH2:28][C:29]1[CH:34]=[C:33]([C:35]([F:38])([F:37])[F:36])[CH:32]=[CH:31][C:30]=1[CH:39]([O:47][CH3:48])[C:40]1([CH3:46])[CH2:45][CH2:44][CH2:43][CH2:42][CH2:41]1.[Cl-].[Li+]. Product: [CH3:48][O:47][CH:39]([C:40]1([CH3:46])[CH2:45][CH2:44][CH2:43][CH2:42][CH2:41]1)[C:30]1[CH:31]=[CH:32][C:33]([C:35]([F:38])([F:37])[F:36])=[CH:34][C:29]=1[CH2:28][N:7]([CH2:6][C:5]1[CH:4]=[C:3]([C:2]([F:1])([F:21])[F:22])[CH:16]=[C:15]([C:17]([F:19])([F:20])[F:18])[CH:14]=1)[C:8]1[N:9]=[N:10][N:11]([CH3:13])[N:12]=1. The catalyst class is: 35. (7) Reactant: [CH3:1][O:2][C:3]1[CH:37]=[C:36]([O:38][CH3:39])[CH:35]=[CH:34][C:4]=1[CH2:5][N:6]1[C:26]2[C:15]3=[CH:16][C:17]4[CH:18]=[C:19]([CH2:24][OH:25])[N:20]([CH3:23])[C:21]=4[CH:22]=[C:14]3[CH:13]([CH3:27])[CH2:12][CH2:11][C:10]=2[C:9]([OH:28])=[C:8]([C:29]([O:31]C)=[O:30])[C:7]1=[O:33].[Li+].[I-].Cl. Product: [CH3:1][O:2][C:3]1[CH:37]=[C:36]([O:38][CH3:39])[CH:35]=[CH:34][C:4]=1[CH2:5][N:6]1[C:26]2[C:15]3=[CH:16][C:17]4[CH:18]=[C:19]([CH2:24][OH:25])[N:20]([CH3:23])[C:21]=4[CH:22]=[C:14]3[CH:13]([CH3:27])[CH2:12][CH2:11][C:10]=2[C:9]([OH:28])=[C:8]([C:29]([OH:31])=[O:30])[C:7]1=[O:33]. The catalyst class is: 161. (8) Product: [F:25][C:26]([F:39])([F:38])[S:27]([O:12][C:11]1[CH:10]=[C:9]2[C:4]([CH2:5][CH2:6][N:7]([C:13](=[O:18])[C:14]([F:16])([F:15])[F:17])[CH2:8]2)=[CH:3][C:2]=1[Br:1])(=[O:29])=[O:28]. Reactant: [Br:1][C:2]1[CH:3]=[C:4]2[C:9](=[CH:10][C:11]=1[OH:12])[CH2:8][N:7]([C:13](=[O:18])[C:14]([F:17])([F:16])[F:15])[CH2:6][CH2:5]2.N1C=CC=CC=1.[F:25][C:26]([F:39])([F:38])[S:27](O[S:27]([C:26]([F:39])([F:38])[F:25])(=[O:29])=[O:28])(=[O:29])=[O:28]. The catalyst class is: 448. (9) Reactant: [C:1]1([C:7]2[N:11]=[C:10]([N:12]3[CH2:17][CH2:16][N:15]([C:18]([NH:20][C:21]4[CH:22]=[C:23]([CH:28]=[CH:29][CH:30]=4)[C:24](OC)=[O:25])=[O:19])[CH2:14][CH2:13]3)[S:9][N:8]=2)[CH:6]=[CH:5][CH:4]=[CH:3][CH:2]=1.[H-].C([Al+]CC(C)C)C(C)C.C1(C)C=CC=CC=1.[Cl-].[NH4+]. Product: [OH:25][CH2:24][C:23]1[CH:22]=[C:21]([NH:20][C:18]([N:15]2[CH2:16][CH2:17][N:12]([C:10]3[S:9][N:8]=[C:7]([C:1]4[CH:2]=[CH:3][CH:4]=[CH:5][CH:6]=4)[N:11]=3)[CH2:13][CH2:14]2)=[O:19])[CH:30]=[CH:29][CH:28]=1. The catalyst class is: 7.